Dataset: Full USPTO retrosynthesis dataset with 1.9M reactions from patents (1976-2016). Task: Predict the reactants needed to synthesize the given product. (1) Given the product [CH3:1][C@@H:2]1[CH2:3][CH2:4][C@H:5]([O:8][C:9]2[C:18]([C:19]([F:20])([F:21])[F:22])=[C:17]3[C:12]([CH:13]=[CH:14][C:15]([CH2:23][N:60]4[CH:58]5[CH2:57][CH2:56][CH:55]4[CH2:54][CH:53]([C:51]([OH:50])=[O:52])[CH2:59]5)=[CH:16]3)=[CH:11][CH:10]=2)[CH2:6][CH2:7]1, predict the reactants needed to synthesize it. The reactants are: [CH3:1][C@@H:2]1[CH2:7][CH2:6][C@H:5]([O:8][C:9]2[C:18]([C:19]([F:22])([F:21])[F:20])=[C:17]3[C:12]([CH:13]=[CH:14][C:15]([CH2:23]OS(C)(=O)=O)=[CH:16]3)=[CH:11][CH:10]=2)[CH2:4][CH2:3]1.CN(C)C=O.Cl.C(=O)([O-])[O-].[Cs+].[Cs+].O1CCCC1.[OH-].[Li+].O.C[O:50][C:51]([CH:53]1[CH2:59][CH:58]2[NH:60][CH:55]([CH2:56][CH2:57]2)[CH2:54]1)=[O:52]. (2) The reactants are: [NH2:1][C:2]1[CH:3]=[C:4]([C:11](=[O:13])[CH3:12])[CH:5]=[CH:6][C:7]=1[NH:8][CH2:9][CH3:10].C1(C)C=CC(S([O-])(=O)=O)=CC=1.[CH2:25]([N:32]1[C:36](=[O:37])[C:35](=[C:38]2[N:42]([CH3:43])[C:41]3[CH:44]=[C:45]([O:48][CH2:49][CH2:50][O:51][CH3:52])[CH:46]=[CH:47][C:40]=3[S:39]2)[S:34][CH2+:33]1SC)[C:26]1[CH:31]=[CH:30][CH:29]=[CH:28][CH:27]=1. Given the product [C:11]([C:4]1[CH:5]=[CH:6][C:7]([NH:8][CH2:9][CH3:10])=[C:2]([N:1]=[C:33]2[N:32]([CH2:25][C:26]3[CH:31]=[CH:30][CH:29]=[CH:28][CH:27]=3)[C:36](=[O:37])[C:35](=[C:38]3[N:42]([CH3:43])[C:41]4[CH:44]=[C:45]([O:48][CH2:49][CH2:50][O:51][CH3:52])[CH:46]=[CH:47][C:40]=4[S:39]3)[S:34]2)[CH:3]=1)(=[O:13])[CH3:12], predict the reactants needed to synthesize it.